Dataset: Reaction yield outcomes from USPTO patents with 853,638 reactions. Task: Predict the reaction yield, written as a fraction of the theoretical maximum amount of product (1.0 means a 100% yield; for example, 0.34 means a 34% yield). The reactants are [F:1][C:2]([F:10])([F:9])[C:3]1[N:4]=[C:5]([NH2:8])[S:6][CH:7]=1.Cl[C:12]([O:14][C:15]1[CH:20]=[CH:19][CH:18]=[CH:17][CH:16]=1)=[O:13].N1C=CC=CC=1. The catalyst is C(Cl)Cl.CN(C1C=CN=CC=1)C. The product is [C:15]1([O:14][C:12](=[O:13])[NH:8][C:5]2[S:6][CH:7]=[C:3]([C:2]([F:10])([F:9])[F:1])[N:4]=2)[CH:20]=[CH:19][CH:18]=[CH:17][CH:16]=1. The yield is 0.650.